From a dataset of Reaction yield outcomes from USPTO patents with 853,638 reactions. Predict the reaction yield, written as a fraction of the theoretical maximum amount of product (1.0 means a 100% yield; for example, 0.34 means a 34% yield). (1) The reactants are [NH2:1][C@@:2]1([C:11]([OH:13])=[O:12])[CH2:7][CH2:6][C@@H:5]2[C@H:3]1[C@H:4]2[C:8]([OH:10])=[O:9].O1CCOCC1.Cl[C:21]([O:23][CH2:24][CH:25]=[CH2:26])=[O:22]. The catalyst is C([O-])(O)=O.[Na+].O. The product is [CH2:24]([O:23][C:21]([NH:1][C@@:2]1([C:11]([OH:13])=[O:12])[CH2:7][CH2:6][C@@H:5]2[C@H:3]1[C@H:4]2[C:8]([OH:10])=[O:9])=[O:22])[CH:25]=[CH2:26]. The yield is 0.670. (2) The reactants are [Cl:1][C:2]1[CH:24]=[CH:23][C:5]([O:6][CH2:7][C:8]([N:10]2[CH2:15][CH2:14][N:13](C(OC(C)(C)C)=O)[CH2:12][CH2:11]2)=[O:9])=[CH:4][CH:3]=1.C(O)(C(F)(F)F)=O. The catalyst is ClCCl. The product is [Cl:1][C:2]1[CH:3]=[CH:4][C:5]([O:6][CH2:7][C:8]([N:10]2[CH2:15][CH2:14][NH:13][CH2:12][CH2:11]2)=[O:9])=[CH:23][CH:24]=1. The yield is 0.720. (3) The reactants are [CH3:1][O:2][C:3]1[CH:4]=[C:5]2[C:9](=[CH:10][CH:11]=1)[NH:8][CH:7]=[C:6]2[CH:12]1[CH2:17][CH2:16][C:15](=O)[CH2:14][CH2:13]1.[NH:19]1[C:27]2[C:22](=[C:23]([N:28]3[CH2:33][CH2:32][NH:31][CH2:30][CH2:29]3)[CH:24]=[CH:25][CH:26]=2)[CH:21]=[CH:20]1.C(O[BH-](OC(=O)C)OC(=O)C)(=O)C.[Na+].C(O)(=O)C. The catalyst is ClCCCl. The product is [CH3:1][O:2][C:3]1[CH:4]=[C:5]2[C:9](=[CH:10][CH:11]=1)[NH:8][CH:7]=[C:6]2[C@H:12]1[CH2:17][CH2:16][C@@H:15]([N:31]2[CH2:32][CH2:33][N:28]([C:23]3[CH:24]=[CH:25][CH:26]=[C:27]4[C:22]=3[CH:21]=[CH:20][NH:19]4)[CH2:29][CH2:30]2)[CH2:14][CH2:13]1. The yield is 0.550. (4) The reactants are [Cl:1][C:2]1[CH:3]=[C:4]2[C:9](=[CH:10][CH:11]=1)[C@@:8]1([CH2:17][O:16][C:15]3[CH:18]=[CH:19][C:20]([C:22]([OH:24])=O)=[CH:21][C:14]=3[N:13]([CH2:25][C@@H:26]3[CH2:29][CH2:28][C@H:27]3[C@@H:30]([OH:34])[CH2:31][CH:32]=[CH2:33])[CH2:12]1)[CH2:7][CH2:6][CH2:5]2.[CH3:35][C:36]([S:41]([NH2:44])(=[O:43])=[O:42])([CH2:38][CH:39]=[CH2:40])[CH3:37]. No catalyst specified. The product is [Cl:1][C:2]1[CH:3]=[C:4]2[C:9](=[CH:10][CH:11]=1)[C@@:8]1([CH2:17][O:16][C:15]3[CH:18]=[CH:19][C:20]([C:22]([NH:44][S:41]([C:36]([CH3:37])([CH2:38][CH:39]=[CH2:40])[CH3:35])(=[O:43])=[O:42])=[O:24])=[CH:21][C:14]=3[N:13]([CH2:25][C@@H:26]3[CH2:29][CH2:28][C@H:27]3[C@@H:30]([OH:34])[CH2:31][CH:32]=[CH2:33])[CH2:12]1)[CH2:7][CH2:6][CH2:5]2. The yield is 0.860. (5) The reactants are [F:1][C:2]([F:42])([F:41])[C:3]1[CH:8]=[CH:7][C:6]([N:9]2[CH2:14][CH2:13][CH:12]([O:15][C:16]3[CH:21]=[CH:20][N:19]4[CH:22]=[C:23]([C:25]([NH:27][CH:28]5[CH2:33][CH2:32][N:31](C(OC(C)(C)C)=O)[CH2:30][CH2:29]5)=[O:26])[N:24]=[C:18]4[CH:17]=3)[CH2:11][CH2:10]2)=[CH:5][CH:4]=1.[ClH:43]. The catalyst is O1CCOCC1. The product is [ClH:43].[ClH:43].[NH:31]1[CH2:30][CH2:29][CH:28]([NH:27][C:25]([C:23]2[N:24]=[C:18]3[CH:17]=[C:16]([O:15][CH:12]4[CH2:13][CH2:14][N:9]([C:6]5[CH:7]=[CH:8][C:3]([C:2]([F:1])([F:41])[F:42])=[CH:4][CH:5]=5)[CH2:10][CH2:11]4)[CH:21]=[CH:20][N:19]3[CH:22]=2)=[O:26])[CH2:33][CH2:32]1. The yield is 0.980. (6) The yield is 0.560. The product is [F:28][C:23]1[CH:22]=[CH:21][C:20]([C:9]2[CH:17]=[CH:16][CH:15]=[C:14]3[C:10]=2[CH:11]=[CH:12][NH:13]3)=[CH:27][C:24]=1[C:25]#[N:26]. The reactants are CC1(C)C(C)(C)OB([C:9]2[CH:17]=[CH:16][CH:15]=[C:14]3[C:10]=2[CH:11]=[CH:12][NH:13]3)O1.Br[C:20]1[CH:21]=[CH:22][C:23]([F:28])=[C:24]([CH:27]=1)[C:25]#[N:26].C(=O)([O-])[O-].[Na+].[Na+]. The catalyst is C1COCC1.[Pd].C(OCC)(=O)C. (7) The reactants are [CH2:1]([N:3]1[CH:7]=[C:6]([C:8]2[CH:13]=[CH:12][N:11]=[C:10]3[NH:14][C:15]([C:17]4[CH:22]=[CH:21][C:20]([CH2:23][N:24]5[CH2:29][CH2:28][O:27][CH2:26][CH2:25]5)=[CH:19][CH:18]=4)=[CH:16][C:9]=23)[C:5]([C:30]2[CH:36]=[CH:35][C:33]([NH2:34])=[CH:32][CH:31]=2)=[N:4]1)[CH3:2].C(N(CC)CC)C.Cl[C:45](OC(C)=C)=[O:46].[NH:51]1[CH2:56][CH2:55][S:54](=[O:58])(=[O:57])[CH2:53][CH2:52]1. The catalyst is C1COCC1. The product is [CH2:1]([N:3]1[CH:7]=[C:6]([C:8]2[CH:13]=[CH:12][N:11]=[C:10]3[NH:14][C:15]([C:17]4[CH:18]=[CH:19][C:20]([CH2:23][N:24]5[CH2:25][CH2:26][O:27][CH2:28][CH2:29]5)=[CH:21][CH:22]=4)=[CH:16][C:9]=23)[C:5]([C:30]2[CH:31]=[CH:32][C:33]([NH:34][C:45]([N:51]3[CH2:56][CH2:55][S:54](=[O:58])(=[O:57])[CH2:53][CH2:52]3)=[O:46])=[CH:35][CH:36]=2)=[N:4]1)[CH3:2]. The yield is 0.300. (8) The reactants are Cl.[CH3:2][NH:3][C:4](=[O:12])[C@H:5]([C:8](=[O:11])[O:9][CH3:10])[NH:6][CH3:7].CN(C(ON1N=NC2C=CC=NC1=2)=[N+](C)C)C.F[P-](F)(F)(F)(F)F.CCN(C(C)C)C(C)C.[OH:46][CH:47]([CH2:67][OH:68])[CH2:48][O:49][C:50]1[CH:55]=[CH:54][C:53]([C:56]#[C:57][C:58]2[CH:66]=[CH:65][C:61]([C:62]([OH:64])=O)=[CH:60][CH:59]=2)=[CH:52][CH:51]=1.C(=O)([O-])O.[Na+]. The catalyst is CN(C=O)C. The product is [OH:46][CH:47]([CH2:67][OH:68])[CH2:48][O:49][C:50]1[CH:51]=[CH:52][C:53]([C:56]#[C:57][C:58]2[CH:59]=[CH:60][C:61]([C:62](=[O:64])[N:6]([CH:5]([C:4]([NH:3][CH3:2])=[O:12])[C:8]([O:9][CH3:10])=[O:11])[CH3:7])=[CH:65][CH:66]=2)=[CH:54][CH:55]=1. The yield is 0.0800.